From a dataset of Forward reaction prediction with 1.9M reactions from USPTO patents (1976-2016). Predict the product of the given reaction. (1) Given the reactants [C:1]([C:3]1[CH:8]=[CH:7][C:6]([N:9]2[C:17]3[C:12](=[CH:13][C:14]([C:18]#[C:19][CH2:20][CH2:21][CH2:22]OS(C)(=O)=O)=[CH:15][CH:16]=3)[CH:11]=[CH:10]2)=[CH:5][CH:4]=1)#[CH:2].[CH2:28]([NH:30][CH2:31][CH2:32][OH:33])[CH3:29], predict the reaction product. The product is: [CH2:28]([N:30]([CH2:22][CH2:21][CH2:20][C:19]#[C:18][C:14]1[CH:13]=[C:12]2[C:17](=[CH:16][CH:15]=1)[N:9]([C:6]1[CH:7]=[CH:8][C:3]([C:1]#[CH:2])=[CH:4][CH:5]=1)[CH:10]=[CH:11]2)[CH2:31][CH2:32][OH:33])[CH3:29]. (2) Given the reactants [CH2:1]([N:8]([CH2:14][C:15]1[CH:20]=[CH:19][CH:18]=[CH:17][CH:16]=1)[CH2:9][C@@H:10]([F:13])[CH2:11][OH:12])[C:2]1[CH:7]=[CH:6][CH:5]=[CH:4][CH:3]=1.[H-].[Na+].CI.[CH3:25]N(C=O)C, predict the reaction product. The product is: [CH2:14]([N:8]([CH2:1][C:2]1[CH:3]=[CH:4][CH:5]=[CH:6][CH:7]=1)[CH2:9][C@@H:10]([F:13])[CH2:11][O:12][CH3:25])[C:15]1[CH:16]=[CH:17][CH:18]=[CH:19][CH:20]=1. (3) Given the reactants C(OC([N:8]1[C@H:13]([CH3:14])[CH2:12][O:11][CH2:10][C@@H:9]1[CH3:15])=O)(C)(C)C.[ClH:16].O1CCOCC1, predict the reaction product. The product is: [ClH:16].[CH3:15][C@H:9]1[CH2:10][O:11][CH2:12][C@@H:13]([CH3:14])[NH:8]1.